Dataset: Experimentally validated miRNA-target interactions with 360,000+ pairs, plus equal number of negative samples. Task: Binary Classification. Given a miRNA mature sequence and a target amino acid sequence, predict their likelihood of interaction. The miRNA is hsa-miR-520a-5p with sequence CUCCAGAGGGAAGUACUUUCU. The protein sequence of the target gene is MQQPQPQGQQQPGPGQQLGVQGAAPGAGGGPGGGPGPGPCLRRELKLLESIFHRGHERFRIASACLDELSCEFLLAGAGGAGAGAAPGPHLPSRGSVPGDPVRIHCNITESYPAVPPIWSVESDDPNLAAVLERLVDIKKGNTLLLQHLKRIISDLCKLYNLPQHPDVEMLDQPLPAEQCTQEEVSSEDEDEEMPEDTEDLDHYEMKEEEPAEGKKSEDDGIGKENLAILEKIKKNQRQDYLNGAVSGSVQATDRLMKELRDIYRSQSFKGGNYAVELVNDSLYDWNVKLLKVDQDSALH.... Result: 0 (no interaction).